Dataset: Forward reaction prediction with 1.9M reactions from USPTO patents (1976-2016). Task: Predict the product of the given reaction. (1) Given the reactants Cl.[CH2:2]([N:9]1[C@H:14]([C:15]([OH:17])=O)[CH2:13][CH2:12][CH2:11][C@@H:10]1[C:18]([OH:20])=O)[C:3]1[CH:8]=[CH:7][CH:6]=[CH:5][CH:4]=1.[F:21][C:22]([F:32])([F:31])[O:23][C:24]1[CH:30]=[CH:29][C:27]([NH2:28])=[CH:26][CH:25]=1.C(=O)=O, predict the reaction product. The product is: [CH2:2]([N:9]1[CH:10]2[CH2:11][CH2:12][CH2:13][CH:14]1[C:15](=[O:17])[N:28]([C:27]1[CH:29]=[CH:30][C:24]([O:23][C:22]([F:21])([F:31])[F:32])=[CH:25][CH:26]=1)[C:18]2=[O:20])[C:3]1[CH:4]=[CH:5][CH:6]=[CH:7][CH:8]=1. (2) Given the reactants [Na].[H-].[Na+].[Br-].[CH2:5]([O:12][C:13]1[CH:38]=[CH:37][C:16]([CH2:17][P+](C2C=CC=CC=2)(C2C=CC=CC=2)C2C=CC=CC=2)=[CH:15][CH:14]=1)[C:6]1[CH:11]=[CH:10][CH:9]=[CH:8][CH:7]=1.[CH2:39]1[O:49][C:42]2([CH2:47][CH2:46][C:45](=O)[CH2:44][CH2:43]2)[O:41][CH2:40]1, predict the reaction product. The product is: [CH2:5]([O:12][C:13]1[CH:14]=[CH:15][C:16]([CH:17]=[C:45]2[CH2:46][CH2:47][C:42]3([O:49][CH2:39][CH2:40][O:41]3)[CH2:43][CH2:44]2)=[CH:37][CH:38]=1)[C:6]1[CH:7]=[CH:8][CH:9]=[CH:10][CH:11]=1. (3) The product is: [Cl:1][C:2]1[CH:3]=[CH:4][C:5]([CH2:8][N:10]2[CH2:14][CH2:13][CH2:12][CH2:11]2)=[CH:6][N:7]=1. Given the reactants [Cl:1][C:2]1[N:7]=[CH:6][C:5]([CH:8]=O)=[CH:4][CH:3]=1.[NH:10]1[CH2:14][CH2:13][CH2:12][CH2:11]1, predict the reaction product. (4) Given the reactants C1(/C=[CH:8]/[C:9]2[NH:18][C:17]3[C:12]([O:13][CH2:14][C:15](=[O:19])[N:16]=3)=[CH:11][N:10]=2)C=CC=CC=1.[O:20]1CCOCC1, predict the reaction product. The product is: [O:19]=[C:15]1[CH2:14][O:13][C:12]2=[CH:11][N:10]=[C:9]([CH:8]=[O:20])[NH:18][C:17]2=[N:16]1. (5) Given the reactants [Br:1][C:2]1[C:3]([CH3:9])=[C:4]([CH:6]=[CH:7][CH:8]=1)[NH2:5].Br[CH2:11][CH2:12][CH2:13][CH2:14][C:15](Cl)=[O:16].[H-].[Na+], predict the reaction product. The product is: [Br:1][C:2]1[C:3]([CH3:9])=[C:4]([N:5]2[CH2:11][CH2:12][CH2:13][CH2:14][C:15]2=[O:16])[CH:6]=[CH:7][CH:8]=1.